From a dataset of Reaction yield outcomes from USPTO patents with 853,638 reactions. Predict the reaction yield, written as a fraction of the theoretical maximum amount of product (1.0 means a 100% yield; for example, 0.34 means a 34% yield). (1) The reactants are [Br:1][C:2]1[CH:9]=[CH:8][C:5]([C:6]#[N:7])=[C:4](F)[CH:3]=1.[C:11]([O:15][C:16]([N:18]1[CH2:21][CH:20]([OH:22])[CH2:19]1)=[O:17])([CH3:14])([CH3:13])[CH3:12].[H-].[Na+].O. The catalyst is CN(C=O)C.CCOC(C)=O. The product is [C:11]([O:15][C:16]([N:18]1[CH2:21][CH:20]([O:22][C:4]2[CH:3]=[C:2]([Br:1])[CH:9]=[CH:8][C:5]=2[C:6]#[N:7])[CH2:19]1)=[O:17])([CH3:14])([CH3:12])[CH3:13]. The yield is 0.790. (2) The reactants are COC(=O)CC1C=CC(CBr)=CC=1.[CH3:14][O:15][C:16](=[O:47])[CH2:17][C:18]1[CH:23]=[CH:22][C:21]([CH2:24][N:25]2[CH:29]=[C:28]([C:30]3[CH:35]=[CH:34][C:33]([Cl:36])=[CH:32][C:31]=3[Cl:37])[N:27]=[C:26]2/[CH:38]=[CH:39]/[C:40]2[CH:45]=[CH:44][C:43](Br)=[CH:42][CH:41]=2)=[CH:20][CH:19]=1.[CH3:48][S:49]([C:52]1[CH:53]=[C:54](B(O)O)[CH:55]=[CH:56][CH:57]=1)(=[O:51])=[O:50]. No catalyst specified. The product is [CH3:14][O:15][C:16](=[O:47])[CH2:17][C:18]1[CH:23]=[CH:22][C:21]([CH2:24][N:25]2[CH:29]=[C:28]([C:30]3[CH:35]=[CH:34][C:33]([Cl:36])=[CH:32][C:31]=3[Cl:37])[N:27]=[C:26]2/[CH:38]=[CH:39]/[C:40]2[CH:45]=[CH:44][C:43]([C:56]3[CH:55]=[CH:54][CH:53]=[C:52]([S:49]([CH3:48])(=[O:51])=[O:50])[CH:57]=3)=[CH:42][CH:41]=2)=[CH:20][CH:19]=1. The yield is 0.500. (3) The reactants are [OH-].[Na+].[CH3:3][C:4]1[C:8]([C:9]2[CH:18]=[C:17]3[C:12]([C:13]([NH:33][C:34]4[CH:35]=[C:36]([CH:42]=[CH:43][CH:44]=4)[C:37]([O:39]CC)=[O:38])=[C:14]([C:19]([NH:21][CH2:22][C:23]4[CH:28]=[CH:27][CH:26]=[C:25]([C:29]([F:32])([F:31])[F:30])[CH:24]=4)=[O:20])[CH:15]=[N:16]3)=[CH:11][CH:10]=2)=[C:7]([CH3:45])[O:6][N:5]=1. The catalyst is C(O)C. The product is [CH3:3][C:4]1[C:8]([C:9]2[CH:18]=[C:17]3[C:12]([C:13]([NH:33][C:34]4[CH:35]=[C:36]([CH:42]=[CH:43][CH:44]=4)[C:37]([OH:39])=[O:38])=[C:14]([C:19]([NH:21][CH2:22][C:23]4[CH:28]=[CH:27][CH:26]=[C:25]([C:29]([F:31])([F:30])[F:32])[CH:24]=4)=[O:20])[CH:15]=[N:16]3)=[CH:11][CH:10]=2)=[C:7]([CH3:45])[O:6][N:5]=1. The yield is 0.440. (4) No catalyst specified. The yield is 0.170. The product is [OH:20][C:21]1[CH:22]=[C:23]([C:27]#[C:28][C:2]2[CH:3]=[N:4][CH:5]=[C:6]([CH:19]=2)[C:7]([N:9]=[S@@:10]([CH3:18])(=[O:17])[C:11]2[CH:16]=[CH:15][CH:14]=[CH:13][CH:12]=2)=[O:8])[CH:24]=[CH:25][CH:26]=1. The reactants are Br[C:2]1[CH:3]=[N:4][CH:5]=[C:6]([CH:19]=1)[C:7]([N:9]=[S@@:10]([CH3:18])(=[O:17])[C:11]1[CH:16]=[CH:15][CH:14]=[CH:13][CH:12]=1)=[O:8].[OH:20][C:21]1[CH:22]=[C:23]([C:27]#[CH:28])[CH:24]=[CH:25][CH:26]=1.